Dataset: HIV replication inhibition screening data with 41,000+ compounds from the AIDS Antiviral Screen. Task: Binary Classification. Given a drug SMILES string, predict its activity (active/inactive) in a high-throughput screening assay against a specified biological target. (1) The drug is CCOC1(COP(=O)(OCc2ccccc2)OCc2ccccc2)COC(COP(=O)(OCc2ccccc2)OCc2ccccc2)(OCC)CO1. The result is 0 (inactive). (2) The molecule is CN1C(=O)C2C3C=C4c5ccccc5N(c5ccccc5)C4(C2C1=O)C1C(=O)N(C)C(=O)C31. The result is 0 (inactive). (3) The molecule is Cn1c(C(=O)c2cc3ccccc3n2C)cc2ccccc21. The result is 0 (inactive). (4) The compound is C=CC1=CSNN1. The result is 0 (inactive).